From a dataset of Aqueous solubility values for 9,982 compounds from the AqSolDB database. Regression/Classification. Given a drug SMILES string, predict its absorption, distribution, metabolism, or excretion properties. Task type varies by dataset: regression for continuous measurements (e.g., permeability, clearance, half-life) or binary classification for categorical outcomes (e.g., BBB penetration, CYP inhibition). For this dataset (solubility_aqsoldb), we predict Y. (1) The compound is COP(=O)(OC)OC1=C(Cl)C2C=CCC12. The Y is -2.00 log mol/L. (2) The drug is O=S(=O)([O-])CCN1CCOCC1.[Na+]. The Y is 0.189 log mol/L. (3) The molecule is Cc1cc(C)[nH]n1. The Y is -0.520 log mol/L.